This data is from Forward reaction prediction with 1.9M reactions from USPTO patents (1976-2016). The task is: Predict the product of the given reaction. (1) Given the reactants [C:1]12([O:11][CH2:12][CH2:13][O:14][CH2:15][CH2:16][O:17][CH2:18][CH2:19][O:20][CH2:21][CH2:22][O:23][CH2:24][CH2:25][N:26]=[N+]=[N-])[CH2:10][CH:5]3[CH2:6][CH:7]([CH2:9][CH:3]([CH2:4]3)[CH2:2]1)[CH2:8]2.C1(P(C2C=CC=CC=2)C2C=CC=CC=2)C=CC=CC=1.O, predict the reaction product. The product is: [C:1]12([O:11][CH2:12][CH2:13][O:14][CH2:15][CH2:16][O:17][CH2:18][CH2:19][O:20][CH2:21][CH2:22][O:23][CH2:24][CH2:25][NH2:26])[CH2:10][CH:5]3[CH2:4][CH:3]([CH2:9][CH:7]([CH2:6]3)[CH2:8]1)[CH2:2]2. (2) The product is: [Cl:15][C:16]1[CH:21]=[CH:20][CH:19]=[CH:18][C:17]=1[C:2]1[CH:7]=[C:6]([CH3:8])[N:5]=[CH:4][C:3]=1[NH:9][CH2:10][C:11]([F:14])([F:13])[F:12]. Given the reactants I[C:2]1[CH:7]=[C:6]([CH3:8])[N:5]=[CH:4][C:3]=1[NH:9][CH2:10][C:11]([F:14])([F:13])[F:12].[Cl:15][C:16]1[CH:21]=[CH:20][CH:19]=[CH:18][C:17]=1B(O)O, predict the reaction product. (3) Given the reactants [C:1]([C:3]1[CH:8]=[CH:7][C:6]([CH2:9][C:10]([OH:12])=O)=[C:5]([O:13][CH3:14])[C:4]=1[F:15])#[N:2].Cl.[NH:17]1[CH2:22][CH2:21][CH:20]([CH2:23][CH2:24][C:25]2[CH:34]=[CH:33][C:28]3[C:29](=[O:32])[O:30][CH2:31][C:27]=3[CH:26]=2)[CH2:19][CH2:18]1, predict the reaction product. The product is: [F:15][C:4]1[C:5]([O:13][CH3:14])=[C:6]([CH2:9][C:10](=[O:12])[N:17]2[CH2:22][CH2:21][CH:20]([CH2:23][CH2:24][C:25]3[CH:34]=[CH:33][C:28]4[C:29](=[O:32])[O:30][CH2:31][C:27]=4[CH:26]=3)[CH2:19][CH2:18]2)[CH:7]=[CH:8][C:3]=1[C:1]#[N:2]. (4) Given the reactants [CH3:1][CH2:2][O:3][C:4]([CH:6](P(OCC)(OCC)=O)[F:7])=[O:5].[Cl:16][C:17]1[C:18]([O:36][CH3:37])=[C:19]([C:32](=O)[CH2:33][CH3:34])[CH:20]=[C:21]2[C:26]=1[O:25][C:24]([CH3:28])([CH3:27])[CH:23]=[C:22]2[CH:29]([CH3:31])[CH3:30], predict the reaction product. The product is: [Cl:16][C:17]1[C:18]([O:36][CH3:37])=[C:19](/[C:32](/[CH2:33][CH3:34])=[C:6](/[F:7])\[C:4]([O:3][CH2:2][CH3:1])=[O:5])[CH:20]=[C:21]2[C:26]=1[O:25][C:24]([CH3:28])([CH3:27])[CH:23]=[C:22]2[CH:29]([CH3:30])[CH3:31].